From a dataset of Full USPTO retrosynthesis dataset with 1.9M reactions from patents (1976-2016). Predict the reactants needed to synthesize the given product. (1) Given the product [CH2:21]([N:24]([CH:25]1[CH2:33][CH2:32][C:28]2[N:29]=[CH:30][S:31][C:27]=2[CH2:26]1)[CH2:2][CH2:3][CH2:4][CH2:5][NH:6][C:7]([N:9]1[CH2:14][CH:13]=[C:12]([C:15]2[CH:20]=[CH:19][CH:18]=[CH:17][CH:16]=2)[CH2:11][CH2:10]1)=[O:8])[CH2:22][CH3:23], predict the reactants needed to synthesize it. The reactants are: O=[CH:2][CH2:3][CH2:4][CH2:5][NH:6][C:7]([N:9]1[CH2:14][CH:13]=[C:12]([C:15]2[CH:20]=[CH:19][CH:18]=[CH:17][CH:16]=2)[CH2:11][CH2:10]1)=[O:8].[CH2:21]([NH:24][CH:25]1[CH2:33][CH2:32][C:28]2[N:29]=[CH:30][S:31][C:27]=2[CH2:26]1)[CH2:22][CH3:23]. (2) The reactants are: FC(F)(F)S(O[C:7]1[CH2:25][C:9]2([CH2:12][C:11]([C:19]([O:21][CH:22]([CH3:24])[CH3:23])=[O:20])([C:13]([O:15][CH:16]([CH3:18])[CH3:17])=[O:14])[CH2:10]2)[CH:8]=1)(=O)=O.C1([O-])C=CC=CC=1.C1(P(C2C=CC=CC=2)C2C=CC=CC=2)C=CC=CC=1.[CH3:54][C@:55]12[C@@:72]3([CH3:73])[C@@H:63]([C@:64]4([CH3:84])[C@@H:69]([CH2:70][CH2:71]3)[C:68]([CH3:75])([CH3:74])[C:67](OS(C(F)(F)F)(=O)=O)=[CH:66][CH2:65]4)[CH2:62][CH2:61][C@@H:60]1[C@H:59]1[C@H:85]([C:88]([CH3:90])=[CH2:89])[CH2:86][CH2:87][C@:58]1([C:91]([O:93][CH2:94][C:95]1[CH:100]=[CH:99][CH:98]=[CH:97][CH:96]=1)=[O:92])[CH2:57][CH2:56]2.P(=O)(O)(O)O.[K]. Given the product [CH2:94]([O:93][C:91]([C@:58]12[CH2:87][CH2:86][C@@H:85]([C:88]([CH3:90])=[CH2:89])[C@@H:59]1[C@@H:60]1[C@@:55]([CH3:54])([CH2:56][CH2:57]2)[C@@:72]2([CH3:73])[C@@H:63]([C@:64]3([CH3:84])[C@@H:69]([CH2:70][CH2:71]2)[C:68]([CH3:74])([CH3:75])[C:67]([C:7]2[CH2:25][C:9]4([CH2:10][C:11]([C:13]([O:15][CH:16]([CH3:18])[CH3:17])=[O:14])([C:19]([O:21][CH:22]([CH3:24])[CH3:23])=[O:20])[CH2:12]4)[CH:8]=2)=[CH:66][CH2:65]3)[CH2:62][CH2:61]1)=[O:92])[C:95]1[CH:100]=[CH:99][CH:98]=[CH:97][CH:96]=1, predict the reactants needed to synthesize it.